From a dataset of Reaction yield outcomes from USPTO patents with 853,638 reactions. Predict the reaction yield, written as a fraction of the theoretical maximum amount of product (1.0 means a 100% yield; for example, 0.34 means a 34% yield). (1) The reactants are [N:1]1[CH:6]=[C:5]([NH2:7])[C:4]([NH2:8])=[N:3][CH:2]=1.[C:9](N1C=CN=C1)(N1C=CN=C1)=[O:10]. The catalyst is O1CCOCC1. The product is [N:1]1[CH:6]=[C:5]2[C:4]([NH:8][C:9](=[O:10])[NH:7]2)=[N:3][CH:2]=1. The yield is 0.610. (2) The reactants are C(NC(C)C)(C)C.C([Li])CCC.CCCCCC.[F:19][C:20]1[CH:25]=[C:24]([CH3:26])[CH:23]=[CH:22][N:21]=1.[Cl-].[NH4+].[O:29]1CCC[CH2:30]1. No catalyst specified. The product is [F:19][C:20]1[CH:25]=[C:24]([CH2:26][CH2:30][OH:29])[CH:23]=[CH:22][N:21]=1. The yield is 0.570. (3) The reactants are [NH2:1][C:2]1[N:7]=[C:6]([NH:8][C:9]2[CH:28]=[CH:27][C:12]([CH2:13][O:14][C:15](=[O:26])[C@@H:16]([NH:18]C(OC(C)(C)C)=O)[CH3:17])=[CH:11][CH:10]=2)[CH:5]=[C:4]([C:29]2[CH:34]=[C:33]([Cl:35])[CH:32]=[CH:31][C:30]=2[O:36][CH2:37][CH3:38])[N:3]=1.Cl. No catalyst specified. The product is [NH2:1][C:2]1[N:7]=[C:6]([NH:8][C:9]2[CH:10]=[CH:11][C:12]([CH2:13][O:14][C:15](=[O:26])[CH:16]([NH2:18])[CH3:17])=[CH:27][CH:28]=2)[CH:5]=[C:4]([C:29]2[CH:34]=[C:33]([Cl:35])[CH:32]=[CH:31][C:30]=2[O:36][CH2:37][CH3:38])[N:3]=1. The yield is 0.510. (4) The reactants are F.F.F.C(N(CC)CC)C.[Si]([O:28][CH2:29][C@H:30]1[O:34][C@@H:33]([N:35]2[CH:42]=[C:41]([CH3:43])[C:39](=[O:40])[NH:38][C:36]2=[O:37])[C@H:32]([O:44][CH2:45][CH2:46][O:47][N:48]([CH3:50])[CH3:49])[C@@H:31]1[OH:51])(C(C)(C)C)(C1C=CC=CC=1)C1C=CC=CC=1.CO. The catalyst is C1COCC1.C(Cl)Cl. The product is [CH3:49][N:48]([CH3:50])[O:47][CH2:46][CH2:45][O:44][C@@H:32]1[C@H:31]([OH:51])[C@@H:30]([CH2:29][OH:28])[O:34][C@H:33]1[N:35]1[CH:42]=[C:41]([CH3:43])[C:39](=[O:40])[NH:38][C:36]1=[O:37]. The yield is 0.925. (5) The reactants are [CH3:1][O:2][CH2:3][O:4][C:5]1[CH:6]=[CH:7][C:8]2[C@@H:9]3[C@@H:17]([C@H:18]([CH2:22][CH2:23][CH2:24][CH2:25][O:26][CH2:27][CH2:28][O:29][CH2:30][CH2:31][O:32][CH2:33][CH2:34][O:35]CC4C=CC=CC=4)[CH2:19][C:20]=2[CH:21]=1)[C@H:16]1[C@@:12]([CH3:47])([C@@H:13]([O:43][CH2:44][O:45][CH3:46])[CH2:14][CH2:15]1)[CH2:11][CH2:10]3. The catalyst is [Pd].C(O)C. The product is [CH3:1][O:2][CH2:3][O:4][C:5]1[CH:6]=[CH:7][C:8]2[C@@H:9]3[C@@H:17]([C@H:18]([CH2:22][CH2:23][CH2:24][CH2:25][O:26][CH2:27][CH2:28][O:29][CH2:30][CH2:31][O:32][CH2:33][CH2:34][OH:35])[CH2:19][C:20]=2[CH:21]=1)[C@H:16]1[C@@:12]([CH3:47])([C@@H:13]([O:43][CH2:44][O:45][CH3:46])[CH2:14][CH2:15]1)[CH2:11][CH2:10]3. The yield is 0.820. (6) The reactants are CO[C:3]1[CH:4]=[C:5]([CH:22]=[CH:23][CH:24]=1)[CH2:6]NC(C1SC2N(C)C(=O)NC(=O)C=2C=1)=O.[CH3:25][O:26][C:27]1[CH:48]=[CH:47][C:30]([CH2:31][NH:32][C:33]([C:35]2[S:46][C:38]3[N:39]([CH3:45])[C:40](=[O:44])[NH:41][C:42](=[O:43])[C:37]=3[CH:36]=2)=[O:34])=[CH:29][CH:28]=1. No catalyst specified. The product is [CH3:25][O:26][C:27]1[CH:28]=[CH:29][C:30]([CH2:31][NH:32][C:33]([C:35]2[S:46][C:38]3[N:39]([CH3:45])[C:40](=[O:44])[N:41]([CH2:6][CH:5]4[CH2:22][CH2:23][CH2:24][CH2:3][CH2:4]4)[C:42](=[O:43])[C:37]=3[CH:36]=2)=[O:34])=[CH:47][CH:48]=1. The yield is 0.800.